This data is from TCR-epitope binding with 47,182 pairs between 192 epitopes and 23,139 TCRs. The task is: Binary Classification. Given a T-cell receptor sequence (or CDR3 region) and an epitope sequence, predict whether binding occurs between them. (1) The TCR CDR3 sequence is CASSYDNEQFF. The epitope is AYILFTRFFYV. Result: 0 (the TCR does not bind to the epitope). (2) The TCR CDR3 sequence is CASSFTSDRETQYF. The epitope is RTLNAWVKV. Result: 0 (the TCR does not bind to the epitope). (3) The epitope is ARMILMTHF. The TCR CDR3 sequence is CASSLWQGTEAFF. Result: 0 (the TCR does not bind to the epitope). (4) Result: 1 (the TCR binds to the epitope). The epitope is TLIGDCATV. The TCR CDR3 sequence is CARGWLQGSPKETQYF. (5) The epitope is LLLGIGILV. The TCR CDR3 sequence is CASSLAQMNTEAFF. Result: 1 (the TCR binds to the epitope). (6) The epitope is KEIDRLNEV. The TCR CDR3 sequence is CASSQTSDFYEQYF. Result: 1 (the TCR binds to the epitope). (7) The epitope is FPRPWLHGL. The TCR CDR3 sequence is CASSKDRGTDTQYF. Result: 1 (the TCR binds to the epitope). (8) The epitope is KTSVDCTMYI. The TCR CDR3 sequence is CASSLEPDRYQETQYF. Result: 1 (the TCR binds to the epitope). (9) The epitope is TSNQVAVLY. The TCR CDR3 sequence is CASSQGWVGADTEAFF. Result: 0 (the TCR does not bind to the epitope). (10) The epitope is LSDDAVVCFNSTY. The TCR CDR3 sequence is CASRWGDTEAFF. Result: 0 (the TCR does not bind to the epitope).